This data is from Choline transporter screen with 302,306 compounds. The task is: Binary Classification. Given a drug SMILES string, predict its activity (active/inactive) in a high-throughput screening assay against a specified biological target. (1) The compound is O(C(=O)N1CCC(CC1)C(=O)N)C(C)(C)C. The result is 0 (inactive). (2) The drug is O=C1Nc2c(/C1=C\C(=O)c1cc(OCC=C)ccc1)cccc2. The result is 0 (inactive). (3) The drug is N(=N\c1ccccc1)/c1c(ncnc1N)N. The result is 0 (inactive). (4) The result is 0 (inactive). The drug is S(=O)(=O)(N1CCC(CC1)C(=O)NCCN1CCC(CC1)C)c1c(onc1C)C. (5) The molecule is Clc1n(nc(c1C(OCC(=O)NCCc1ccccc1)=O)C)c1ccccc1. The result is 0 (inactive). (6) The drug is O=C(NN)c1n2c(nc1C)cccc2. The result is 0 (inactive). (7) The drug is o1c(nnc1Cc1ccc(cc1)c1ccccc1)CCC(=O)NCc1oc(cc1)C. The result is 0 (inactive).